This data is from Forward reaction prediction with 1.9M reactions from USPTO patents (1976-2016). The task is: Predict the product of the given reaction. (1) Given the reactants Br[C:2]1[CH:3]=[CH:4][C:5]2[O:11][CH2:10][CH2:9][N:8]3[CH:12]=[C:13]([C:15]4[N:19]([CH:20]([CH3:22])[CH3:21])[N:18]=[CH:17][N:16]=4)[N:14]=[C:7]3[C:6]=2[CH:23]=1.[C:24]1(B(O)O)[CH:29]=[CH:28][CH:27]=[CH:26][CH:25]=1.C([O-])([O-])=O.[Cs+].[Cs+].O, predict the reaction product. The product is: [CH:20]([N:19]1[C:15]([C:13]2[N:14]=[C:7]3[C:6]4[CH:23]=[C:2]([C:24]5[CH:29]=[CH:28][CH:27]=[CH:26][CH:25]=5)[CH:3]=[CH:4][C:5]=4[O:11][CH2:10][CH2:9][N:8]3[CH:12]=2)=[N:16][CH:17]=[N:18]1)([CH3:22])[CH3:21]. (2) Given the reactants [C:1]([C:11]1[CH:16]=[CH:15][CH:14]=[CH:13][CH:12]=1)(=O)[CH2:2][CH2:3][CH2:4][CH2:5][CH2:6][CH2:7][CH2:8][CH3:9].[CH-:17]1[CH:21]=[CH:20][CH:19]=[CH:18]1.[Na+], predict the reaction product. The product is: [CH2:2]([C:1]([C:11]1[CH:16]=[CH:15][CH:14]=[CH:13][CH:12]=1)=[C:20]1[CH:19]=[CH:18][CH:17]=[CH:21]1)[CH2:3][CH2:4][CH2:5][CH2:6][CH2:7][CH2:8][CH3:9]. (3) Given the reactants C([N-]C(C)C)(C)C.[Li+].[CH2:9]([O:11][C:12](=[O:17])[CH2:13][O:14][CH2:15][CH3:16])[CH3:10].[CH2:18]([O:25][C:26]1[CH:33]=[CH:32][C:29]([CH:30]=[O:31])=[C:28]([CH3:34])[CH:27]=1)[C:19]1[CH:24]=[CH:23][CH:22]=[CH:21][CH:20]=1, predict the reaction product. The product is: [CH2:9]([O:11][C:12](=[O:17])[CH:13]([O:14][CH2:15][CH3:16])[CH:30]([C:29]1[CH:32]=[CH:33][C:26]([O:25][CH2:18][C:19]2[CH:24]=[CH:23][CH:22]=[CH:21][CH:20]=2)=[CH:27][C:28]=1[CH3:34])[OH:31])[CH3:10]. (4) Given the reactants Cl[C:2]1[N:3]=[C:4]([N:23]2[CH2:28][CH2:27][O:26][CH2:25][CH2:24]2)[C:5]2[N:11]=[C:10]([CH2:12][N:13]3[CH2:18][CH2:17][CH:16]([C:19]([OH:22])([CH3:21])[CH3:20])[CH2:15][CH2:14]3)[CH:9]=[CH:8][C:6]=2[N:7]=1.[CH3:29][C:30]1[C:31]([NH2:45])=[N:32][CH:33]=[C:34](B2OC(C)(C)C(C)(C)O2)[CH:35]=1, predict the reaction product. The product is: [NH2:45][C:31]1[N:32]=[CH:33][C:34]([C:2]2[N:3]=[C:4]([N:23]3[CH2:28][CH2:27][O:26][CH2:25][CH2:24]3)[C:5]3[N:11]=[C:10]([CH2:12][N:13]4[CH2:18][CH2:17][CH:16]([C:19]([OH:22])([CH3:21])[CH3:20])[CH2:15][CH2:14]4)[CH:9]=[CH:8][C:6]=3[N:7]=2)=[CH:35][C:30]=1[CH3:29]. (5) Given the reactants [CH3:1][C:2]1[CH:3]=[N:4][N:5]([C:7]2[CH:12]=[CH:11][N:10]=[CH:9][C:8]=2[N:13]2[CH2:18][CH2:17][CH:16]([C:19]([OH:21])=O)[CH2:15][CH2:14]2)[CH:6]=1.CCN(C(C)C)C(C)C.CN(C(ON1N=[N:46][C:41]2[CH:42]=[CH:43][CH:44]=[N:45][C:40]1=2)=[N+](C)C)C.F[P-](F)(F)(F)(F)F.Cl.N1CCC[C@H]1C#N, predict the reaction product. The product is: [CH3:1][C:2]1[CH:3]=[N:4][N:5]([C:7]2[CH:12]=[CH:11][N:10]=[CH:9][C:8]=2[N:13]2[CH2:14][CH2:15][CH:16]([C:19]([N:45]3[CH2:44][CH2:43][CH2:42][C@H:40]3[C:41]#[N:46])=[O:21])[CH2:17][CH2:18]2)[CH:6]=1. (6) Given the reactants [C:1]([O:5][C:6]([N:8]1[CH:21]([C:22]([OH:24])=[O:23])[CH2:20][C:19]2[CH:18]=[C:17]3[C:12]([O:13][C@@H:14]([C:26]4[CH:31]=[CH:30][C:29]([O:32][CH2:33][C:34]5[CH:39]=[CH:38][C:37]([Cl:40])=[C:36]([Cl:41])[CH:35]=5)=[CH:28][CH:27]=4)[C:15](=[O:25])[NH:16]3)=[CH:11][C:10]=2[CH2:9]1)=[O:7])([CH3:4])([CH3:3])[CH3:2].C(Cl)CCl, predict the reaction product. The product is: [C:1]([O:5][C:6]([N:8]1[C@H:21]([C:22]([OH:24])=[O:23])[CH2:20][C:19]2[CH:18]=[C:17]3[C:12]([O:13][C@@H:14]([C:26]4[CH:31]=[CH:30][C:29]([O:32][CH2:33][C:34]5[CH:39]=[CH:38][C:37]([Cl:40])=[C:36]([Cl:41])[CH:35]=5)=[CH:28][CH:27]=4)[C:15](=[O:25])[NH:16]3)=[CH:11][C:10]=2[CH2:9]1)=[O:7])([CH3:4])([CH3:2])[CH3:3].